This data is from Full USPTO retrosynthesis dataset with 1.9M reactions from patents (1976-2016). The task is: Predict the reactants needed to synthesize the given product. (1) Given the product [C:39]([C:37]1[CH:38]=[C:34]([NH:33][C:32]([NH:25][CH2:24][C:23]2[CH:26]=[CH:27][C:20]([C:17]3[N:14]4[CH:15]=[CH:16][C:11]([C:8]5[CH:7]=[CH:6][C:5]([S:2]([CH3:1])(=[O:3])=[O:4])=[CH:10][CH:9]=5)=[CH:12][C:13]4=[N:19][CH:18]=3)=[CH:21][CH:22]=2)=[O:31])[N:35]([CH2:43][CH2:44][O:45][Si:46]([C:49]([CH3:52])([CH3:51])[CH3:50])([CH3:48])[CH3:47])[N:36]=1)([CH3:42])([CH3:40])[CH3:41], predict the reactants needed to synthesize it. The reactants are: [CH3:1][S:2]([C:5]1[CH:10]=[CH:9][C:8]([C:11]2[CH:16]=[CH:15][N:14]3[C:17]([C:20]4[CH:27]=[CH:26][C:23]([CH2:24][NH2:25])=[CH:22][CH:21]=4)=[CH:18][N:19]=[C:13]3[CH:12]=2)=[CH:7][CH:6]=1)(=[O:4])=[O:3].ClC(Cl)(Cl)C[O:31][C:32](=O)[NH:33][C:34]1[N:35]([CH2:43][CH2:44][O:45][Si:46]([C:49]([CH3:52])([CH3:51])[CH3:50])([CH3:48])[CH3:47])[N:36]=[C:37]([C:39]([CH3:42])([CH3:41])[CH3:40])[CH:38]=1. (2) The reactants are: CC1N(C2C=CC=C(C(F)(F)F)C=2)N=C(C2C=NC=NC=2)C=1C(O)=O.[Br:26][C:27]1[CH:32]=[CH:31][C:30]([N:33]2[C:37]([CH3:38])=[C:36]([C:39]([OH:41])=O)[C:35]([C:42]3[CH:43]=[N:44][CH:45]=[N:46][CH:47]=3)=[N:34]2)=[CH:29][C:28]=1[C:48]([F:51])([F:50])[F:49].Cl.Cl.[NH:54]1[CH2:59][CH2:58][CH:57]([N:60]2[CH2:64][CH2:63][CH2:62][C@H:61]2[CH2:65][OH:66])[CH2:56][CH2:55]1. Given the product [Br:26][C:27]1[CH:32]=[CH:31][C:30]([N:33]2[C:37]([CH3:38])=[C:36]([C:39]([N:54]3[CH2:55][CH2:56][CH:57]([N:60]4[CH2:64][CH2:63][CH2:62][C@H:61]4[CH2:65][OH:66])[CH2:58][CH2:59]3)=[O:41])[C:35]([C:42]3[CH:47]=[N:46][CH:45]=[N:44][CH:43]=3)=[N:34]2)=[CH:29][C:28]=1[C:48]([F:51])([F:50])[F:49], predict the reactants needed to synthesize it. (3) Given the product [CH:1]1([C:4]([N:6]2[CH2:11][CH2:10][N:9]([C:12]([O:14][C:15]([CH3:18])([CH3:16])[CH3:17])=[O:13])[CH2:8][CH:7]2[C:19]([O-:21])=[O:20])=[O:5])[CH2:3][CH2:2]1.[Na+:24], predict the reactants needed to synthesize it. The reactants are: [CH:1]1([C:4]([N:6]2[CH2:11][CH2:10][N:9]([C:12]([O:14][C:15]([CH3:18])([CH3:17])[CH3:16])=[O:13])[CH2:8][CH:7]2[C:19]([O:21]C)=[O:20])=[O:5])[CH2:3][CH2:2]1.[OH-].[Na+:24]. (4) Given the product [Cl:1][C:2]1[CH:7]=[CH:6][C:5]([CH:8]([C:21]2[CH:22]=[CH:23][C:24]([F:27])=[CH:25][CH:26]=2)[C:9]2[C:17]3[C:12](=[C:13]([CH2:18][S:19]([CH3:20])=[O:39])[CH:14]=[CH:15][CH:16]=3)[NH:11][CH:10]=2)=[CH:4][CH:3]=1, predict the reactants needed to synthesize it. The reactants are: [Cl:1][C:2]1[CH:7]=[CH:6][C:5]([CH:8]([C:21]2[CH:26]=[CH:25][C:24]([F:27])=[CH:23][CH:22]=2)[C:9]2[C:17]3[C:12](=[C:13]([CH2:18][S:19][CH3:20])[CH:14]=[CH:15][CH:16]=3)[NH:11][CH:10]=2)=[CH:4][CH:3]=1.ClCCl.ClC1C=CC=C(C(OO)=[O:39])C=1. (5) Given the product [C:1]([C:5]1[S:9]/[C:8](=[N:10]\[C:11](=[O:21])[C:12]2[CH:17]=[C:16]([Cl:18])[CH:15]=[CH:14][C:13]=2[O:19][CH3:20])/[N:7]([CH2:22][C@H:23]2[CH2:24][CH2:35][CH2:34][O:25]2)[N:6]=1)([CH3:4])([CH3:2])[CH3:3], predict the reactants needed to synthesize it. The reactants are: [C:1]([C:5]1[S:9][C:8]([NH:10][C:11](=[O:21])[C:12]2[CH:17]=[C:16]([Cl:18])[CH:15]=[CH:14][C:13]=2[O:19][CH3:20])=[N:7][N:6]=1)([CH3:4])([CH3:3])[CH3:2].[CH3:22][C:23](C)([O-:25])[CH3:24].[K+].CN(C)C=O.O1CC[CH2:35][CH2:34]1. (6) Given the product [CH:1]1([N:7]2[CH2:13][C:12]([F:52])([F:16])[C:11](=[O:17])[N:10]([CH3:18])[C:9]3[CH:19]=[N:20][C:21]([NH:23][C:24]4[CH:32]=[CH:31][C:27]([C:28]([NH:72][CH:69]5[CH2:68][CH2:67][N:66]([C:59](=[O:61])[CH2:44][N:49]6[CH2:48][CH2:47][CH2:46][CH2:45]6)[CH2:71][CH2:70]5)=[O:30])=[CH:26][C:25]=4[O:33][CH3:34])=[N:22][C:8]2=3)[CH2:2][CH2:3][CH2:4][CH2:5]1, predict the reactants needed to synthesize it. The reactants are: [CH:1]1([N:7]2[CH2:13][C@:12]([F:16])(C=C)[C:11](=[O:17])[N:10]([CH3:18])[C:9]3[CH:19]=[N:20][C:21]([NH:23][C:24]4[CH:32]=[CH:31][C:27]([C:28]([OH:30])=O)=[CH:26][C:25]=4[O:33][CH3:34])=[N:22][C:8]2=3)C[CH2:5][CH2:4][CH2:3][CH2:2]1.CN(C(ON1N=N[C:45]2[CH:46]=[CH:47][CH:48]=[N:49][C:44]1=2)=[N+](C)C)C.[F:52][P-](F)(F)(F)(F)F.[C:59]([N:66]1[CH2:71][CH2:70][CH:69]([NH2:72])[CH2:68][CH2:67]1)([O:61]C(C)(C)C)=O. (7) The reactants are: [CH3:1][S-:2].[Na+].C([O:6][C:7](=[O:29])[C:8]1[CH:13]=[CH:12][CH:11]=[C:10]([C:14]2[CH2:18][CH2:17][CH2:16][C:15]=2[C:19]2[CH:24]=[C:23](SC)[CH:22]=[CH:21][C:20]=2[O:27]C)[CH:9]=1)C.C([O:32]CC)C.[OH2:35]. Given the product [CH3:1][S:2]([C:23]1[CH:22]=[CH:21][C:20]([OH:27])=[C:19]([C:15]2[CH2:16][CH2:17][CH2:18][C:14]=2[C:10]2[CH:9]=[C:8]([CH:13]=[CH:12][CH:11]=2)[C:7]([OH:6])=[O:29])[CH:24]=1)(=[O:32])=[O:35], predict the reactants needed to synthesize it. (8) Given the product [OH:1][C:2]1([CH2:9][NH:10][C:11]([C:13]2[C:14]3[CH:15]=[CH:16][C:17]([N:38]4[CH2:39][CH2:40][CH:36]([N:35]([CH3:41])[CH3:34])[CH2:37]4)=[N:18][C:19]=3[CH:20]=[CH:21][C:22]=2[Cl:23])=[O:12])[CH2:7][CH2:6][CH2:5][CH:4]([CH3:8])[CH2:3]1, predict the reactants needed to synthesize it. The reactants are: [OH:1][C:2]1([CH2:9][NH:10][C:11]([C:13]2[C:14]3[CH:15]=[CH:16][C:17](Cl)=[N:18][C:19]=3[CH:20]=[CH:21][C:22]=2[Cl:23])=[O:12])[CH2:7][CH2:6][CH2:5][CH:4]([CH3:8])[CH2:3]1.CCN(C(C)C)C(C)C.[CH3:34][N:35]([CH3:41])[CH:36]1[CH2:40][CH2:39][NH:38][CH2:37]1. (9) Given the product [CH3:6][O:7][C:8]([N:10]1[CH2:14][C@H:13]([C:15]2[CH:20]=[CH:19][C:18]([O:21][CH3:22])=[C:17]([O:23][CH:24]3[CH2:25][CH2:26][CH2:27][CH2:28]3)[CH:16]=2)[C@:12]([CH3:29])([C:30]2[N:5]=[C:3]([NH:2][CH3:1])[S:4][CH:31]=2)[CH2:11]1)=[O:9], predict the reactants needed to synthesize it. The reactants are: [CH3:1][NH:2][C:3]([NH2:5])=[S:4].[CH3:6][O:7][C:8]([N:10]1[CH2:14][C@H:13]([C:15]2[CH:20]=[CH:19][C:18]([O:21][CH3:22])=[C:17]([O:23][CH:24]3[CH2:28][CH2:27][CH2:26][CH2:25]3)[CH:16]=2)[C@@:12]([C:30](=O)[CH2:31]Br)([CH3:29])[CH2:11]1)=[O:9]. (10) The reactants are: [C:1]([C:4]1[CH:9]=[CH:8][C:7]([C:10]2[CH:11]=[C:12]3[C:16](=[CH:17][CH:18]=2)[N:15]([CH2:19][C:20]2[CH:25]=[CH:24][CH:23]=[CH:22][CH:21]=2)[CH:14]=[C:13]3[C:26](=[O:32])[C:27]([O:29]CC)=[O:28])=[CH:6][CH:5]=1)(=[O:3])[CH3:2].[OH-].[K+]. Given the product [C:1]([C:4]1[CH:5]=[CH:6][C:7]([C:10]2[CH:11]=[C:12]3[C:16](=[CH:17][CH:18]=2)[N:15]([CH2:19][C:20]2[CH:25]=[CH:24][CH:23]=[CH:22][CH:21]=2)[CH:14]=[C:13]3[C:26](=[O:32])[C:27]([OH:29])=[O:28])=[CH:8][CH:9]=1)(=[O:3])[CH3:2], predict the reactants needed to synthesize it.